From a dataset of Full USPTO retrosynthesis dataset with 1.9M reactions from patents (1976-2016). Predict the reactants needed to synthesize the given product. Given the product [NH2:1][C:2]1[C:11]2[CH:10]=[CH:9][CH:8]=[C:7]([C:22]3[C:21]([F:20])=[CH:26][CH:25]=[CH:24][C:23]=3[F:27])[C:6]=2[N:5]=[C:4]2[CH2:13][N:14]([CH2:17][CH2:18][CH3:19])[C:15](=[O:16])[C:3]=12, predict the reactants needed to synthesize it. The reactants are: [NH2:1][C:2]1[C:11]2[CH:10]=[CH:9][CH:8]=[C:7](Br)[C:6]=2[N:5]=[C:4]2[CH2:13][N:14]([CH2:17][CH2:18][CH3:19])[C:15](=[O:16])[C:3]=12.[F:20][C:21]1[CH:26]=[CH:25][CH:24]=[C:23]([F:27])[C:22]=1B(O)O.